This data is from Forward reaction prediction with 1.9M reactions from USPTO patents (1976-2016). The task is: Predict the product of the given reaction. The product is: [Cl:30][C:31]1[CH:36]=[CH:35][C:34]([N:11]2[C:12]3[C:17](=[CH:16][C:15]([O:19][CH:20]4[CH2:25][CH2:24][N:23]([CH:26]([CH3:27])[CH3:28])[CH2:22][CH2:21]4)=[CH:14][CH:13]=3)[CH:18]=[C:10]2[C:8]([N:5]2[CH2:6][CH2:7][C:2]([F:1])([F:29])[CH2:3][CH2:4]2)=[O:9])=[CH:33][CH:32]=1. Given the reactants [F:1][C:2]1([F:29])[CH2:7][CH2:6][N:5]([C:8]([C:10]2[NH:11][C:12]3[C:17]([CH:18]=2)=[CH:16][C:15]([O:19][CH:20]2[CH2:25][CH2:24][N:23]([CH:26]([CH3:28])[CH3:27])[CH2:22][CH2:21]2)=[CH:14][CH:13]=3)=[O:9])[CH2:4][CH2:3]1.[Cl:30][C:31]1[CH:36]=[CH:35][C:34](B(O)O)=[CH:33][CH:32]=1, predict the reaction product.